From a dataset of Full USPTO retrosynthesis dataset with 1.9M reactions from patents (1976-2016). Predict the reactants needed to synthesize the given product. The reactants are: [C:1]1([C:7]2[N:8]=[CH:9][NH:10][C:11]=2[C:12]([OH:14])=O)[CH:6]=[CH:5][CH:4]=[CH:3][CH:2]=1.[CH3:15][O:16][C:17]1[CH:18]=[C:19]([N:23]2[CH2:28][CH2:27][NH:26][CH2:25][CH2:24]2)[CH:20]=[CH:21][CH:22]=1.Cl.CN(C)CCCN=C=NCC.O.ON1C2C=CC=CC=2N=N1. Given the product [CH3:15][O:16][C:17]1[CH:18]=[C:19]([N:23]2[CH2:28][CH2:27][N:26]([C:12]([C:11]3[NH:10][CH:9]=[N:8][C:7]=3[C:1]3[CH:2]=[CH:3][CH:4]=[CH:5][CH:6]=3)=[O:14])[CH2:25][CH2:24]2)[CH:20]=[CH:21][CH:22]=1, predict the reactants needed to synthesize it.